This data is from Forward reaction prediction with 1.9M reactions from USPTO patents (1976-2016). The task is: Predict the product of the given reaction. (1) Given the reactants C(O[C:5](=[O:7])[CH3:6])(=O)C.C(N(CC)CC)C.Cl.[OH:16][NH:17][CH2:18][CH2:19][CH2:20][CH2:21][N:22]1[C:34]2[C:33]3[CH:32]=[CH:31][CH:30]=[CH:29][C:28]=3[N:27]=[C:26]([NH2:35])[C:25]=2[N:24]=[C:23]1[CH2:36][CH2:37][CH3:38].[OH-].[Na+].C(=O)(O)[O-].[Na+].O, predict the reaction product. The product is: [NH2:35][C:26]1[C:25]2[N:24]=[C:23]([CH2:36][CH2:37][CH3:38])[N:22]([CH2:21][CH2:20][CH2:19][CH2:18][N:17]([OH:16])[C:5](=[O:7])[CH3:6])[C:34]=2[C:33]2[CH:32]=[CH:31][CH:30]=[CH:29][C:28]=2[N:27]=1. (2) Given the reactants O.NN.[F:4][C:5]([F:35])([F:34])[O:6][C:7]1[CH:12]=[CH:11][C:10]([S:13]([N:16]2[CH2:21][CH2:20][CH:19]([O:22][N:23]3C(=O)C4C(=CC=CC=4)C3=O)[CH2:18][CH2:17]2)(=[O:15])=[O:14])=[CH:9][CH:8]=1, predict the reaction product. The product is: [F:35][C:5]([F:4])([F:34])[O:6][C:7]1[CH:8]=[CH:9][C:10]([S:13]([N:16]2[CH2:21][CH2:20][CH:19]([O:22][NH2:23])[CH2:18][CH2:17]2)(=[O:14])=[O:15])=[CH:11][CH:12]=1. (3) Given the reactants [NH2:1][C:2]1[CH:3]=[C:4]([CH:17]=[CH:18][C:19]=1[F:20])[CH2:5][C:6]1[C:15]2[C:10](=[CH:11][CH:12]=[CH:13][CH:14]=2)[C:9](=[O:16])[NH:8][N:7]=1.[CH3:21][CH:22]1[CH2:26][C:25](=[O:27])[O:24][C:23]1=[O:28].C1(C)C=CC=CC=1, predict the reaction product. The product is: [F:20][C:19]1[CH:18]=[CH:17][C:4]([CH2:5][C:6]2[C:15]3[C:10](=[CH:11][CH:12]=[CH:13][CH:14]=3)[C:9](=[O:16])[NH:8][N:7]=2)=[CH:3][C:2]=1[NH:1][C:25](=[O:27])[CH2:26][CH:22]([CH3:21])[C:23]([OH:28])=[O:24]. (4) Given the reactants Br[C:2]1[CH:7]=[CH:6][C:5]([N:8]2[CH:12]([C:13]3[CH:18]=[CH:17][C:16]([F:19])=[CH:15][C:14]=3[F:20])[CH2:11][C:10]([C:21]([F:27])([F:26])[C:22]([F:25])([F:24])[F:23])=[N:9]2)=[CH:4][CH:3]=1.[CH3:28][S:29][C:30]1[CH:31]=[C:32](B(O)O)[CH:33]=[CH:34][CH:35]=1.C(=O)([O-])[O-].[Na+].[Na+].C(O)C, predict the reaction product. The product is: [F:20][C:14]1[CH:15]=[C:16]([F:19])[CH:17]=[CH:18][C:13]=1[CH:12]1[N:8]([C:5]2[CH:4]=[CH:3][C:2]([C:34]3[CH:33]=[CH:32][CH:31]=[C:30]([S:29][CH3:28])[CH:35]=3)=[CH:7][CH:6]=2)[N:9]=[C:10]([C:21]([F:26])([F:27])[C:22]([F:23])([F:25])[F:24])[CH2:11]1.